Dataset: Full USPTO retrosynthesis dataset with 1.9M reactions from patents (1976-2016). Task: Predict the reactants needed to synthesize the given product. (1) Given the product [CH3:17][O:18][C:19]1[CH:27]=[C:26]([O:28][CH3:29])[CH:25]=[CH:24][C:20]=1[C:21]([N:12]1[C:11]2[C:6](=[CH:7][CH:8]=[C:9]([F:13])[CH:10]=2)[N:5]2[CH:14]=[CH:15][CH:16]=[C:4]2[CH:3]1[CH2:1][CH3:2])=[O:22], predict the reactants needed to synthesize it. The reactants are: [CH2:1]([CH:3]1[NH:12][C:11]2[C:6](=[CH:7][CH:8]=[C:9]([F:13])[CH:10]=2)[N:5]2[CH:14]=[CH:15][CH:16]=[C:4]12)[CH3:2].[CH3:17][O:18][C:19]1[CH:27]=[C:26]([O:28][CH3:29])[CH:25]=[CH:24][C:20]=1[C:21](Cl)=[O:22]. (2) Given the product [Br:18][C:14]1[CH:15]=[C:10]([C:8]2[O:9][C:5]3[CH:4]=[CH:3][C:2]([CH3:1])=[CH:17][C:6]=3[N:7]=2)[CH:11]=[CH:12][C:13]=1[NH2:16], predict the reactants needed to synthesize it. The reactants are: [CH3:1][C:2]1[CH:3]=[CH:4][C:5]2[O:9][C:8]([C:10]3[CH:15]=[CH:14][C:13]([NH2:16])=[CH:12][CH:11]=3)=[N:7][C:6]=2[CH:17]=1.[Br:18]Br. (3) Given the product [CH2:1]([O:3][C:4]1[C:5]2[S:18][C:17]3[N:19]=[C:20]([C:27]4[CH:32]=[CH:31][C:30]([N:34]5[CH:38]=[CH:37][CH:36]=[N:35]5)=[CH:29][CH:28]=4)[CH:21]=[C:22]([C:23]([F:26])([F:25])[F:24])[C:16]=3[C:6]=2[N:7]=[C:8]([N:10]2[CH2:15][CH2:14][NH:13][CH2:12][CH2:11]2)[N:9]=1)[CH3:2], predict the reactants needed to synthesize it. The reactants are: [CH2:1]([O:3][C:4]1[C:5]2[S:18][C:17]3[N:19]=[C:20]([C:27]4[CH:32]=[CH:31][C:30](I)=[CH:29][CH:28]=4)[CH:21]=[C:22]([C:23]([F:26])([F:25])[F:24])[C:16]=3[C:6]=2[N:7]=[C:8]([N:10]2[CH2:15][CH2:14][NH:13][CH2:12][CH2:11]2)[N:9]=1)[CH3:2].[NH:34]1[CH:38]=[CH:37][CH:36]=[N:35]1.CN[C@@H]1CCCC[C@H]1NC. (4) Given the product [NH2:10][C:9]1[O:8][N:7]=[C:6]([C:11]2[CH:12]=[CH:13][C:14]([O:17][C:18]([F:20])([F:21])[F:19])=[CH:15][CH:16]=2)[C:5]=1[C:3]([OH:4])=[O:2], predict the reactants needed to synthesize it. The reactants are: C[O:2][C:3]([C:5]1[C:6]([C:11]2[CH:16]=[CH:15][C:14]([O:17][C:18]([F:21])([F:20])[F:19])=[CH:13][CH:12]=2)=[N:7][O:8][C:9]=1[NH2:10])=[O:4].[OH-].[Na+]. (5) Given the product [CH2:23]([N:11]1[CH2:12][CH2:13][C:9]([C:4]2[CH:5]=[C:6]([F:8])[CH:7]=[C:2]([F:1])[CH:3]=2)([OH:14])[CH2:10]1)[CH:22]=[CH2:21], predict the reactants needed to synthesize it. The reactants are: [F:1][C:2]1[CH:3]=[C:4]([C:9]2([OH:14])[CH2:13][CH2:12][NH:11][CH2:10]2)[CH:5]=[C:6]([F:8])[CH:7]=1.C(=O)([O-])[O-].[K+].[K+].[CH2:21](Br)[CH:22]=[CH2:23].C(=O)([O-])[O-].[Na+].[Na+].